Dataset: Catalyst prediction with 721,799 reactions and 888 catalyst types from USPTO. Task: Predict which catalyst facilitates the given reaction. Product: [CH3:22][O:21][C:3]1[CH:4]=[C:5]2[C:10](=[CH:11][C:2]=1[O:1][CH2:34][CH:35]1[CH2:40][CH2:39][N:38]([C:41]([O:43][C:44]([CH3:45])([CH3:47])[CH3:46])=[O:42])[CH2:37][CH2:36]1)[N:9]=[CH:8][N:7]([CH2:12][O:13][C:14](=[O:19])[C:15]([CH3:16])([CH3:17])[CH3:18])[C:6]2=[O:20]. Reactant: [OH:1][C:2]1[CH:11]=[C:10]2[C:5]([C:6](=[O:20])[N:7]([CH2:12][O:13][C:14](=[O:19])[C:15]([CH3:18])([CH3:17])[CH3:16])[CH:8]=[N:9]2)=[CH:4][C:3]=1[O:21][CH3:22].CC1C=CC(S(O[CH2:34][CH:35]2[CH2:40][CH2:39][N:38]([C:41]([O:43][C:44]([CH3:47])([CH3:46])[CH3:45])=[O:42])[CH2:37][CH2:36]2)(=O)=O)=CC=1.Cl. The catalyst class is: 3.